This data is from Experimentally validated miRNA-target interactions with 360,000+ pairs, plus equal number of negative samples. The task is: Binary Classification. Given a miRNA mature sequence and a target amino acid sequence, predict their likelihood of interaction. (1) The miRNA is hsa-miR-3167 with sequence AGGAUUUCAGAAAUACUGGUGU. The protein sequence of the target gene is MEASPGDEFEHSPQERDGPEIKEEEQLAPTLQVGNTSLKPDGIQCWDDLWDRREGLGKRQPRDPVPRILGEPRWGQGSNDRAAVCGECGKSFRQMSDLVKHQRTHTGEKPYKCGVCGKGFGDSSARIKHQRTHTGEKAYRVRPPAPGPPKMPRSRIPAGERPTICGECGKSFRQSSDLVKHQRTHTGEKPYKCGICGKGFGDSSARIKHQRTHRGDQLPRPVVPRRQPSPAAPAAPHRPKAQDKPYICTDCGKRFVLSCSLLSHQRSHLGPKPFGCDVCGKEFARGSDLVKHLRVHTGEK.... Result: 0 (no interaction). (2) The miRNA is hsa-miR-1227-3p with sequence CGUGCCACCCUUUUCCCCAG. The protein sequence of the target gene is MEPLRVLELYSGVGGMHHALRESCIPAQVVAAIDVNTVANEVYKYNFPHTQLLAKTIEGITLEEFDRLSFDMILMSPPCQPFTRIGRQGDMTDSRTNSFLHILDILPRLQKLPKYILLENVKGFEVSSTRDLLIQTIENCGFQYQEFLLSPTSLGIPNSRLRYFLIAKLQSEPLPFQAPGQVLMEFPKIESVHPQKYAMDVENKIQEKNVEPNISFDGSIQCSGKDAILFKLETAEEIHRKNQQDSDLSVKMLKDFLEDDTDVNQYLLPPKSLLRYALLLDIVQPTCRRSVCFTKGYGSY.... Result: 1 (interaction).